This data is from Reaction yield outcomes from USPTO patents with 853,638 reactions. The task is: Predict the reaction yield, written as a fraction of the theoretical maximum amount of product (1.0 means a 100% yield; for example, 0.34 means a 34% yield). (1) The reactants are [Cl:1][C:2]1[CH:3]=[C:4]([CH:6]=[CH:7][CH:8]=1)[NH2:5].[N:9]([O-])=O.[Na+].O.O.Cl[Sn]Cl.[OH-].[Na+]. The catalyst is Cl.O. The product is [Cl:1][C:2]1[CH:3]=[C:4]([NH:5][NH2:9])[CH:6]=[CH:7][CH:8]=1. The yield is 0.720. (2) The reactants are [Br:1][C:2]1[S:3][C:4]([C:7]([OH:9])=O)=[CH:5][N:6]=1.[NH:10]1[C:18]2[C:13](=[CH:14][CH:15]=[CH:16][N:17]=2)[CH:12]=[CH:11]1.[Cl-].[Cl-].[Cl-].[Al+3]. The catalyst is C(Cl)(=O)C(Cl)=O.ClCCl. The product is [Br:1][C:2]1[S:3][C:4]([C:7]([C:12]2[C:13]3[C:18](=[N:17][CH:16]=[CH:15][CH:14]=3)[NH:10][CH:11]=2)=[O:9])=[CH:5][N:6]=1. The yield is 0.0200. (3) The reactants are Br[C:2]1[CH:3]=[C:4]([CH:7]([O:10]C)OC)[Se:5][CH:6]=1.[Li]CCCC.[C]=[O:18].C([O:21][CH2:22]C)C. No catalyst specified. The product is [CH:7]([C:4]1[Se:5][CH:6]=[C:2]([C:22]([OH:21])=[O:18])[CH:3]=1)=[O:10]. The yield is 0.500. (4) The reactants are C([O:4][CH2:5][C:6]([CH3:46])([CH3:45])[CH2:7][N:8]1[C:14]2[CH:15]=[CH:16][C:17]([Cl:19])=[CH:18][C:13]=2[C@@H:12]([C:20]2[CH:25]=[CH:24][CH:23]=[C:22]([O:26][CH3:27])[C:21]=2[O:28][CH3:29])[O:11][C@H:10]([CH2:30][C:31]([NH:33][C:34]2[CH:42]=[CH:41][C:37]([C:38]([OH:40])=[O:39])=[CH:36][C:35]=2[CH3:43])=[O:32])[C:9]1=[O:44])(=O)C.[OH-].[Na+].C(O)C. The catalyst is O. The product is [Cl:19][C:17]1[CH:16]=[CH:15][C:14]2[N:8]([CH2:7][C:6]([CH3:45])([CH3:46])[CH2:5][OH:4])[C:9](=[O:44])[C@@H:10]([CH2:30][C:31]([NH:33][C:34]3[CH:42]=[CH:41][C:37]([C:38]([OH:40])=[O:39])=[CH:36][C:35]=3[CH3:43])=[O:32])[O:11][C@H:12]([C:20]3[CH:25]=[CH:24][CH:23]=[C:22]([O:26][CH3:27])[C:21]=3[O:28][CH3:29])[C:13]=2[CH:18]=1. The yield is 0.610. (5) The reactants are [CH3:1][O:2][C:3]1[CH:4]=[C:5]([N:9]2[CH:13]=[C:12]([CH3:14])[C:11]([CH:15]=[O:16])=[N:10]2)[CH:6]=[CH:7][CH:8]=1.[CH:17]1([Mg]Br)[CH2:22][CH2:21][CH2:20][CH2:19][CH2:18]1. The catalyst is O1CCCC1. The product is [CH:17]1([CH:15]([C:11]2[C:12]([CH3:14])=[CH:13][N:9]([C:5]3[CH:6]=[CH:7][CH:8]=[C:3]([O:2][CH3:1])[CH:4]=3)[N:10]=2)[OH:16])[CH2:22][CH2:21][CH2:20][CH2:19][CH2:18]1. The yield is 0.520.